From a dataset of Full USPTO retrosynthesis dataset with 1.9M reactions from patents (1976-2016). Predict the reactants needed to synthesize the given product. (1) Given the product [CH3:1][C:2]1[CH:7]=[CH:6][C:5]([CH:23]=[C:24]2[CH2:29][CH2:28][N:27]([C:30]([O:32][C:33]([CH3:36])([CH3:35])[CH3:34])=[O:31])[CH2:26][CH2:25]2)=[CH:4][C:3]=1[O:11][C:12]1[CH:17]=[CH:16][C:15]([C:18]([F:21])([F:20])[F:19])=[CH:14][N:13]=1, predict the reactants needed to synthesize it. The reactants are: [CH3:1][C:2]1[CH:7]=[CH:6][C:5](B(O)O)=[CH:4][C:3]=1[O:11][C:12]1[CH:17]=[CH:16][C:15]([C:18]([F:21])([F:20])[F:19])=[CH:14][N:13]=1.Br[CH:23]=[C:24]1[CH2:29][CH2:28][N:27]([C:30]([O:32][C:33]([CH3:36])([CH3:35])[CH3:34])=[O:31])[CH2:26][CH2:25]1.[O-]P([O-])([O-])=O.[K+].[K+].[K+]. (2) Given the product [F:1][C:2]1[CH:3]=[C:4]([CH:57]=[C:58]([F:60])[CH:59]=1)[CH2:5][C:6]1[CH:7]=[C:8]2[C:12](=[CH:13][CH:14]=1)[NH:11][N:10]=[C:9]2[NH:34][C:35](=[O:56])[C:36]1[CH:41]=[C:40]([C:42]([N:44]2[CH2:48][CH2:47][CH2:46][C@H:45]2[CH2:49][N:50]2[CH2:54][CH2:53][CH2:52][CH2:51]2)=[O:43])[CH:39]=[CH:38][C:37]=1[F:55], predict the reactants needed to synthesize it. The reactants are: [F:1][C:2]1[CH:3]=[C:4]([CH:57]=[C:58]([F:60])[CH:59]=1)[CH2:5][C:6]1[CH:7]=[C:8]2[C:12](=[CH:13][CH:14]=1)[N:11](C(C1C=CC=CC=1)(C1C=CC=CC=1)C1C=CC=CC=1)[N:10]=[C:9]2[NH:34][C:35](=[O:56])[C:36]1[CH:41]=[C:40]([C:42]([N:44]2[CH2:48][CH2:47][CH2:46][C@H:45]2[CH2:49][N:50]2[CH2:54][CH2:53][CH2:52][CH2:51]2)=[O:43])[CH:39]=[CH:38][C:37]=1[F:55].C(O)(C(F)(F)F)=O. (3) Given the product [N+:22]([C:19]1[CH:20]=[CH:21][C:16]([O:15][C:6]2[C:7]3[CH:8]=[CH:9][C:10](=[O:11])[NH:1][C:2]=3[N:3]=[CH:4][CH:5]=2)=[CH:17][CH:18]=1)([O-:24])=[O:23], predict the reactants needed to synthesize it. The reactants are: [NH2:1][C:2]1[C:7](/[CH:8]=[CH:9]/[C:10](OCC)=[O:11])=[C:6]([O:15][C:16]2[CH:21]=[CH:20][C:19]([N+:22]([O-:24])=[O:23])=[CH:18][CH:17]=2)[CH:5]=[CH:4][N:3]=1.C(C1C=CC2C(=CC=CC=2)C=1)(=O)C.